Dataset: Full USPTO retrosynthesis dataset with 1.9M reactions from patents (1976-2016). Task: Predict the reactants needed to synthesize the given product. Given the product [CH3:1][O:2][C:3]1[CH:4]=[C:5]([NH:11][S:12]([C:15]2[CH:20]=[CH:19][C:18](/[CH:33]=[CH:36]/[CH2:37][CH2:38][NH:39][C:40](=[O:51])[CH2:41][O:42][CH2:43][C:44]3[CH:45]=[CH:46][C:47]([F:50])=[CH:48][CH:49]=3)=[CH:17][CH:16]=2)(=[O:14])=[O:13])[CH:6]=[CH:7][C:8]=1[O:9][CH3:10], predict the reactants needed to synthesize it. The reactants are: [CH3:1][O:2][C:3]1[CH:4]=[C:5]([NH:11][S:12]([C:15]2[CH:20]=[CH:19][C:18](I)=[CH:17][CH:16]=2)(=[O:14])=[O:13])[CH:6]=[CH:7][C:8]=1[O:9][CH3:10].C(N(CC)CC)C.NC1C=C[C:33]([C:36]#[C:37][CH2:38][NH:39][C:40](=[O:51])[CH2:41][O:42][CH2:43][C:44]2[CH:49]=[CH:48][C:47]([F:50])=[CH:46][CH:45]=2)=CC=1.